Dataset: NCI-60 drug combinations with 297,098 pairs across 59 cell lines. Task: Regression. Given two drug SMILES strings and cell line genomic features, predict the synergy score measuring deviation from expected non-interaction effect. (1) Drug 1: C1=NC2=C(N=C(N=C2N1C3C(C(C(O3)CO)O)O)F)N. Drug 2: C1=CC=C(C(=C1)C(C2=CC=C(C=C2)Cl)C(Cl)Cl)Cl. Cell line: BT-549. Synergy scores: CSS=2.39, Synergy_ZIP=-1.07, Synergy_Bliss=-1.10, Synergy_Loewe=-6.00, Synergy_HSA=-3.42. (2) Drug 1: C1=CC=C(C=C1)NC(=O)CCCCCCC(=O)NO. Drug 2: CCC1(CC2CC(C3=C(CCN(C2)C1)C4=CC=CC=C4N3)(C5=C(C=C6C(=C5)C78CCN9C7C(C=CC9)(C(C(C8N6C)(C(=O)OC)O)OC(=O)C)CC)OC)C(=O)OC)O.OS(=O)(=O)O. Cell line: NCIH23. Synergy scores: CSS=0.819, Synergy_ZIP=1.71, Synergy_Bliss=3.22, Synergy_Loewe=1.92, Synergy_HSA=0.348. (3) Drug 1: CC1=CC2C(CCC3(C2CCC3(C(=O)C)OC(=O)C)C)C4(C1=CC(=O)CC4)C. Drug 2: CN(C)N=NC1=C(NC=N1)C(=O)N. Cell line: SK-MEL-5. Synergy scores: CSS=-0.160, Synergy_ZIP=2.59, Synergy_Bliss=9.26, Synergy_Loewe=-7.84, Synergy_HSA=-0.493. (4) Drug 1: C1=C(C(=O)NC(=O)N1)N(CCCl)CCCl. Drug 2: CC(C)CN1C=NC2=C1C3=CC=CC=C3N=C2N. Cell line: TK-10. Synergy scores: CSS=4.83, Synergy_ZIP=-3.88, Synergy_Bliss=1.16, Synergy_Loewe=-0.568, Synergy_HSA=-0.415. (5) Drug 1: C1CN1C2=NC(=NC(=N2)N3CC3)N4CC4. Drug 2: CN(C)C1=NC(=NC(=N1)N(C)C)N(C)C. Cell line: IGROV1. Synergy scores: CSS=18.9, Synergy_ZIP=-1.93, Synergy_Bliss=0.814, Synergy_Loewe=0.556, Synergy_HSA=0.622.